From a dataset of Full USPTO retrosynthesis dataset with 1.9M reactions from patents (1976-2016). Predict the reactants needed to synthesize the given product. (1) Given the product [CH3:1][CH:2]([CH3:36])[CH2:3][CH:4]([NH:21][C:22]1[CH:35]=[CH:34][C:25]([C:26]([NH:28][CH2:29][CH2:30][C:31]([O:33][CH3:39])=[O:32])=[O:27])=[CH:24][N:23]=1)[C:5]1[CH:6]=[N:7][C:8]([C:11]2[CH:12]=[CH:13][C:14]([C:17]([F:19])([F:20])[F:18])=[CH:15][CH:16]=2)=[CH:9][CH:10]=1, predict the reactants needed to synthesize it. The reactants are: [CH3:1][CH:2]([CH3:36])[CH2:3][CH:4]([NH:21][C:22]1[CH:35]=[CH:34][C:25]([C:26]([NH:28][CH2:29][CH2:30][C:31]([OH:33])=[O:32])=[O:27])=[CH:24][N:23]=1)[C:5]1[CH:6]=[N:7][C:8]([C:11]2[CH:16]=[CH:15][C:14]([C:17]([F:20])([F:19])[F:18])=[CH:13][CH:12]=2)=[CH:9][CH:10]=1.CO.[CH2:39](NCC)C. (2) Given the product [CH3:26][O:25][C:16]1[CH:15]=[C:14]([C:5]2[N:4]=[N:3][C:2]([NH2:1])=[N:7][C:6]=2[C:8]2[CH:9]=[CH:10][CH:11]=[CH:12][CH:13]=2)[CH:19]=[C:18]([O:20][C:21]([F:24])([F:22])[F:23])[CH:17]=1, predict the reactants needed to synthesize it. The reactants are: [NH2:1][C:2]1[N:3]=[N:4][C:5]([C:14]2[CH:15]=[C:16]([OH:25])[CH:17]=[C:18]([O:20][C:21]([F:24])([F:23])[F:22])[CH:19]=2)=[C:6]([C:8]2[CH:13]=[CH:12][CH:11]=[CH:10][CH:9]=2)[N:7]=1.[C:26]1(O)C=CC=CC=1.IC. (3) The reactants are: O.O.[Sn](Cl)Cl.[CH3:6][C:7]1[CH:16]=[CH:15][C:14]2[C:9](=[CH:10][CH:11]=[C:12]([N+:17]([O-])=O)[CH:13]=2)[N:8]=1.O.C(=O)(O)[O-].[Na+]. Given the product [CH3:6][C:7]1[CH:16]=[CH:15][C:14]2[C:9](=[CH:10][CH:11]=[C:12]([NH2:17])[CH:13]=2)[N:8]=1, predict the reactants needed to synthesize it. (4) Given the product [C:24]([O:27][CH2:28][C:29]([CH3:60])([CH3:59])[CH2:30][N:31]1[C:37]2[CH:38]=[CH:39][C:40]([Cl:42])=[CH:41][C:36]=2[C@@H:35]([C:43]2[CH:48]=[CH:47][CH:46]=[C:45]([O:49][CH3:50])[C:44]=2[O:51][CH3:52])[O:34][C@H:33]([CH2:53][C:54]2[NH:57][C:6](=[O:7])[O:56][N:55]=2)[C:32]1=[O:58])(=[O:26])[CH3:25], predict the reactants needed to synthesize it. The reactants are: C1N=CN([C:6](N2C=NC=C2)=[O:7])C=1.C1CCN2C(=NCCC2)CC1.[C:24]([O:27][CH2:28][C:29]([CH3:60])([CH3:59])[CH2:30][N:31]1[C:37]2[CH:38]=[CH:39][C:40]([Cl:42])=[CH:41][C:36]=2[C@@H:35]([C:43]2[CH:48]=[CH:47][CH:46]=[C:45]([O:49][CH3:50])[C:44]=2[O:51][CH3:52])[O:34][C@H:33]([CH2:53]/[C:54](/[NH2:57])=[N:55]/[OH:56])[C:32]1=[O:58])(=[O:26])[CH3:25]. (5) The reactants are: [NH2:1][C:2]([CH3:6])([CH3:5])[CH2:3][OH:4].C(N(CC)CC)C.[Br:14][CH:15]([CH2:19][CH3:20])[C:16](Br)=[O:17]. Given the product [Br:14][CH:15]([CH2:19][CH3:20])[C:16]([NH:1][C:2]([CH3:6])([CH3:5])[CH2:3][OH:4])=[O:17], predict the reactants needed to synthesize it. (6) Given the product [F:24][C:15]1[CH:14]=[C:13]([C:11]2[O:1][N:2]=[C:3]([C:4]3[CH:5]=[N:6][CH:7]=[CH:8][CH:9]=3)[CH:12]=2)[CH:18]=[CH:17][C:16]=1[O:19][C:20]([F:21])([F:22])[F:23], predict the reactants needed to synthesize it. The reactants are: [OH:1][N:2]=[C:3](Cl)[C:4]1[CH:9]=[CH:8][CH:7]=[N:6][CH:5]=1.[C:11]([C:13]1[CH:18]=[CH:17][C:16]([O:19][C:20]([F:23])([F:22])[F:21])=[C:15]([F:24])[CH:14]=1)#[CH:12].N.